Dataset: NCI-60 drug combinations with 297,098 pairs across 59 cell lines. Task: Regression. Given two drug SMILES strings and cell line genomic features, predict the synergy score measuring deviation from expected non-interaction effect. (1) Drug 1: CC1CC(C(C(C=C(C(C(C=CC=C(C(=O)NC2=CC(=O)C(=C(C1)C2=O)OC)C)OC)OC(=O)N)C)C)O)OC. Drug 2: CN1C=C(C=N1)C2=C3N=C(C(=C(N3N=C2)N)Br)C4CCCNC4. Cell line: NCI-H460. Synergy scores: CSS=53.3, Synergy_ZIP=0.994, Synergy_Bliss=0.990, Synergy_Loewe=0.0777, Synergy_HSA=2.58. (2) Drug 1: CC1=C(C=C(C=C1)C(=O)NC2=CC(=CC(=C2)C(F)(F)F)N3C=C(N=C3)C)NC4=NC=CC(=N4)C5=CN=CC=C5. Synergy scores: CSS=30.8, Synergy_ZIP=0.902, Synergy_Bliss=2.26, Synergy_Loewe=-37.5, Synergy_HSA=-1.08. Cell line: TK-10. Drug 2: B(C(CC(C)C)NC(=O)C(CC1=CC=CC=C1)NC(=O)C2=NC=CN=C2)(O)O.